Dataset: Full USPTO retrosynthesis dataset with 1.9M reactions from patents (1976-2016). Task: Predict the reactants needed to synthesize the given product. (1) Given the product [CH2:17]([CH:18]1[CH2:19][CH2:30][N:27]([C:6]2[N:7]=[C:2]([Br:1])[CH:3]=[C:4]3[CH:11]=[CH:10][S:9][C:5]=23)[CH2:26][CH2:20]1)[CH3:16], predict the reactants needed to synthesize it. The reactants are: [Br:1][C:2]1[CH:3]=[C:4]2[CH:11]=[CH:10][S:9][C:5]2=[C:6](Br)[N:7]=1.C(N1[CH2:19][CH2:18][CH2:17][CH2:16]C1)C.[C:20](=O)([O-])[O-].[K+].[K+].[CH3:26][N:27]([CH3:30])C=O. (2) Given the product [F:1][C:2]1[CH:8]=[C:7]([I:15])[CH:6]=[C:5]([Cl:9])[C:3]=1[NH2:4], predict the reactants needed to synthesize it. The reactants are: [F:1][C:2]1[CH:8]=[CH:7][CH:6]=[C:5]([Cl:9])[C:3]=1[NH2:4].C(=O)(O)[O-].[Na+].[I:15]I. (3) The reactants are: [C:1]([O:9][CH3:10])(=[O:8])/[CH:2]=[CH:3]\[C:4]([O:6][CH3:7])=[O:5].CO[CH2:13][N:14]([CH2:20][C:21]1[CH:26]=[CH:25][CH:24]=[CH:23][CH:22]=1)[CH2:15][Si](C)(C)C.C(O)(C(F)(F)F)=O. Given the product [CH2:20]([N:14]1[CH2:15][CH:3]([C:4]([O:6][CH3:7])=[O:5])[CH:2]([C:1]([O:9][CH3:10])=[O:8])[CH2:13]1)[C:21]1[CH:26]=[CH:25][CH:24]=[CH:23][CH:22]=1, predict the reactants needed to synthesize it. (4) The reactants are: [F:1][C:2]([F:23])([C:17]1[CH:22]=[CH:21][CH:20]=[CH:19][N:18]=1)[CH2:3][NH:4][C:5]1[N:10]=[C:9]([CH2:11][C:12]([O:14]CC)=O)[CH:8]=[CH:7][N:6]=1.[Li+].[OH-].Cl.[Cl:27][C:28]1[CH:29]=[C:30]([CH:33]=[CH:34][CH:35]=1)[CH2:31][NH2:32].C1C=NC2N(O)N=NC=2C=1. Given the product [Cl:27][C:28]1[CH:29]=[C:30]([CH:33]=[CH:34][CH:35]=1)[CH2:31][NH:32][C:12](=[O:14])[CH2:11][C:9]1[CH:8]=[CH:7][N:6]=[C:5]([NH:4][CH2:3][C:2]([F:1])([F:23])[C:17]2[CH:22]=[CH:21][CH:20]=[CH:19][N:18]=2)[N:10]=1, predict the reactants needed to synthesize it.